From a dataset of Full USPTO retrosynthesis dataset with 1.9M reactions from patents (1976-2016). Predict the reactants needed to synthesize the given product. (1) Given the product [CH3:11][O:10][C:9]1[CH:8]=[CH:7][C:6]([CH2:12][C:13]([NH2:15])=[O:14])=[CH:5][C:4]=1[NH:1][C:2]([NH2:16])=[S:3], predict the reactants needed to synthesize it. The reactants are: [N:1]([C:4]1[CH:5]=[C:6]([CH2:12][C:13]([NH2:15])=[O:14])[CH:7]=[CH:8][C:9]=1[O:10][CH3:11])=[C:2]=[S:3].[NH3:16].CO. (2) The reactants are: [N:1]([CH2:4][C@H:5]1[CH2:9][CH2:8][C:7](=[O:10])[N:6]1[CH2:11][CH2:12][CH2:13][NH:14][C:15](=[O:21])[O:16][C:17]([CH3:20])([CH3:19])[CH3:18])=[N+]=[N-]. Given the product [NH2:1][CH2:4][C@H:5]1[CH2:9][CH2:8][C:7](=[O:10])[N:6]1[CH2:11][CH2:12][CH2:13][NH:14][C:15](=[O:21])[O:16][C:17]([CH3:19])([CH3:18])[CH3:20], predict the reactants needed to synthesize it. (3) Given the product [CH:24]([NH:28][C:2]1[N:7]2[N:8]=[C:9]([NH:11][C:12](=[O:19])[C:13]3[CH:18]=[CH:17][CH:16]=[N:15][CH:14]=3)[N:10]=[C:6]2[CH:5]=[C:4]([C:20]([F:23])([F:22])[F:21])[CH:3]=1)([CH2:26][CH3:27])[CH3:25], predict the reactants needed to synthesize it. The reactants are: Cl[C:2]1[N:7]2[N:8]=[C:9]([NH:11][C:12](=[O:19])[C:13]3[CH:18]=[CH:17][CH:16]=[N:15][CH:14]=3)[N:10]=[C:6]2[CH:5]=[C:4]([C:20]([F:23])([F:22])[F:21])[CH:3]=1.[CH:24]([NH2:28])([CH2:26][CH3:27])[CH3:25]. (4) Given the product [Cl:1][C:2]1[C:3]([O:48][C:45]2[CH:46]=[C:47]3[C:42](=[CH:43][CH:44]=2)[N:41]=[CH:40][N:39]=[C:38]3[NH:37][C:34]2[CH:33]=[N:32][C:31]([CH3:30])=[CH:36][N:35]=2)=[N:4][CH:5]=[C:6]([O:8][CH2:9][CH:10]([O:14][CH2:15][CH3:16])[O:11][CH2:12][CH3:13])[CH:7]=1, predict the reactants needed to synthesize it. The reactants are: [Cl:1][C:2]1[C:3](F)=[N:4][CH:5]=[C:6]([O:8][CH2:9][CH:10]([O:14][CH2:15][CH3:16])[O:11][CH2:12][CH3:13])[CH:7]=1.CC(C)([O-])C.[K+].CN(C)C(=O)C.[CH3:30][C:31]1[N:32]=[CH:33][C:34]([NH:37][C:38]2[C:47]3[C:42](=[CH:43][CH:44]=[C:45]([OH:48])[CH:46]=3)[N:41]=[CH:40][N:39]=2)=[N:35][CH:36]=1. (5) Given the product [NH2:16][C:17]1[C:22]2[CH:23]=[C:24]([CH2:26][CH:27]([NH:37][S:12]([C:9]3[CH:10]=[CH:11][C:6]([O:5][CH2:4][CH2:3][O:2][CH3:1])=[CH:7][CH:8]=3)(=[O:14])=[O:13])[C:28]([N:30]3[CH2:31][CH2:32][CH:33]([CH3:36])[CH2:34][CH2:35]3)=[O:29])[S:25][C:21]=2[CH:20]=[CH:19][N:18]=1, predict the reactants needed to synthesize it. The reactants are: [CH3:1][O:2][CH2:3][CH2:4][O:5][C:6]1[CH:11]=[CH:10][C:9]([S:12](Cl)(=[O:14])=[O:13])=[CH:8][CH:7]=1.[NH2:16][C:17]1[C:22]2[CH:23]=[C:24]([CH2:26][CH:27]([NH:37]S(C3C=CC(OC4CCOCC4)=CC=3)(=O)=O)[C:28]([N:30]3[CH2:35][CH2:34][CH:33]([CH3:36])[CH2:32][CH2:31]3)=[O:29])[S:25][C:21]=2[CH:20]=[CH:19][N:18]=1.